This data is from Forward reaction prediction with 1.9M reactions from USPTO patents (1976-2016). The task is: Predict the product of the given reaction. (1) Given the reactants Cl.[C:2]1(=[O:13])[C:7]2([CH2:12][CH2:11][NH:10][CH2:9][CH2:8]2)[CH2:6][CH2:5][CH2:4][NH:3]1.C([O-])([O-])=O.[K+].[K+].Cl[C:21]1[CH:30]=[N:29][C:28]2[C:23](=[CH:24][CH:25]=[CH:26][CH:27]=2)[N:22]=1, predict the reaction product. The product is: [N:22]1[C:23]2[C:28](=[CH:27][CH:26]=[CH:25][CH:24]=2)[N:29]=[CH:30][C:21]=1[N:10]1[CH2:11][CH2:12][C:7]2([C:2](=[O:13])[NH:3][CH2:4][CH2:5][CH2:6]2)[CH2:8][CH2:9]1. (2) Given the reactants [CH2:1]([C:3]1[C:8]([C:9]2[S:13][C:12]([C:14]3[CH:19]=[CH:18][C:17]([O:20][CH:21]([CH3:23])[CH3:22])=[C:16]([C:24]([F:27])([F:26])[F:25])[CH:15]=3)=[N:11][CH:10]=2)=[CH:7][CH:6]=[CH:5][C:4]=1[CH2:28][N:29]1[CH2:34][CH2:33][CH:32]([C:35]([O:37]CC)=[O:36])[CH2:31][CH2:30]1)[CH3:2].[OH-].[Na+], predict the reaction product. The product is: [CH2:1]([C:3]1[C:8]([C:9]2[S:13][C:12]([C:14]3[CH:19]=[CH:18][C:17]([O:20][CH:21]([CH3:23])[CH3:22])=[C:16]([C:24]([F:27])([F:25])[F:26])[CH:15]=3)=[N:11][CH:10]=2)=[CH:7][CH:6]=[CH:5][C:4]=1[CH2:28][N:29]1[CH2:30][CH2:31][CH:32]([C:35]([OH:37])=[O:36])[CH2:33][CH2:34]1)[CH3:2].